This data is from Forward reaction prediction with 1.9M reactions from USPTO patents (1976-2016). The task is: Predict the product of the given reaction. (1) Given the reactants [F:1][C:2]1[CH:7]=[C:6]([F:8])[CH:5]=[CH:4][C:3]=1[N:9]1[CH2:14][CH2:13][NH:12][CH2:11][C:10]1=[O:15].C(N(C(C)C)C(C)C)C.[Cl:25][C:26]1[C:34]([Cl:35])=[CH:33][CH:32]=[CH:31][C:27]=1[C:28](Cl)=[O:29].C(O)(=O)CC(CC(O)=O)(C(O)=O)O, predict the reaction product. The product is: [Cl:25][C:26]1[C:34]([Cl:35])=[CH:33][CH:32]=[CH:31][C:27]=1[C:28]([N:12]1[CH2:13][CH2:14][N:9]([C:3]2[CH:4]=[CH:5][C:6]([F:8])=[CH:7][C:2]=2[F:1])[C:10](=[O:15])[CH2:11]1)=[O:29]. (2) Given the reactants [CH:1]1[C:2]([CH2:10][C@@H:11]([NH2:28])[CH2:12][C:13]([N:15]2[CH2:27][C:19]3=[N:20][N:21]=[C:22]([C:23]([F:26])([F:25])[F:24])[N:18]3[CH2:17][CH2:16]2)=[O:14])=[C:3]([F:9])[CH:4]=[C:5]([F:8])[C:6]=1[F:7].[C:29]([OH:36])(=[O:35])/[CH:30]=[CH:31]\[C:32]([OH:34])=[O:33], predict the reaction product. The product is: [CH:1]1[C:2]([CH2:10][C@@H:11]([NH2:28])[CH2:12][C:13]([N:15]2[CH2:27][C:19]3=[N:20][N:21]=[C:22]([C:23]([F:26])([F:25])[F:24])[N:18]3[CH2:17][CH2:16]2)=[O:14])=[C:3]([F:9])[CH:4]=[C:5]([F:8])[C:6]=1[F:7].[C:29]([O-:36])(=[O:35])/[CH:30]=[CH:31]\[C:32]([O-:34])=[O:33]. (3) Given the reactants [NH2:1][C@H:2]([C:7]([OH:9])=[O:8])C(C)(C)C.Br[CH2:11][C:12]([O:14][C:15]([CH3:18])([CH3:17])[CH3:16])=[O:13], predict the reaction product. The product is: [C:12]([O:14][C:15]([CH3:18])([CH3:17])[CH3:16])(=[O:13])[CH2:11][NH:1][CH2:2][C:7]([O:9][C:15]([CH3:18])([CH3:17])[CH3:16])=[O:8]. (4) Given the reactants Br[C:2]1[CH:7]=[CH:6][N:5]=[CH:4][C:3]=1[N:8]([CH3:25])[C:9](=[O:24])[C:10]1[CH:15]=[C:14]([C:16]([F:19])([F:18])[F:17])[CH:13]=[C:12]([C:20]([F:23])([F:22])[F:21])[CH:11]=1.[Cl:26][C:27]1[CH:32]=[C:31]([F:33])[CH:30]=[CH:29][C:28]=1B(O)O, predict the reaction product. The product is: [Cl:26][C:27]1[CH:32]=[C:31]([F:33])[CH:30]=[CH:29][C:28]=1[C:2]1[CH:7]=[CH:6][N:5]=[CH:4][C:3]=1[N:8]([CH3:25])[C:9](=[O:24])[C:10]1[CH:15]=[C:14]([C:16]([F:19])([F:18])[F:17])[CH:13]=[C:12]([C:20]([F:23])([F:22])[F:21])[CH:11]=1. (5) Given the reactants [F:1][C:2]1[CH:8]=[CH:7][C:5]([NH2:6])=[CH:4][CH:3]=1.[CH3:9][O:10][CH:11]([O:14][CH3:15])[CH:12]=O.C(O[BH-](OC(=O)C)OC(=O)C)(=O)C.[Na+], predict the reaction product. The product is: [CH3:9][O:10][CH:11]([O:14][CH3:15])[CH2:12][NH:6][C:5]1[CH:7]=[CH:8][C:2]([F:1])=[CH:3][CH:4]=1. (6) Given the reactants [F:1][C:2]1[C:3]([NH2:17])=[N:4][C:5]([O:8][CH2:9][C:10]2[CH:15]=[CH:14][C:13]([F:16])=[CH:12][CH:11]=2)=[N:6][CH:7]=1.[H-].[Na+].[P:20](Cl)([O:25][CH2:26][CH3:27])([O:22][CH2:23][CH3:24])=[O:21], predict the reaction product. The product is: [CH2:23]([O:22][P:20]([NH:17][C:3]1[C:2]([F:1])=[CH:7][N:6]=[C:5]([O:8][CH2:9][C:10]2[CH:11]=[CH:12][C:13]([F:16])=[CH:14][CH:15]=2)[N:4]=1)(=[O:21])[O:25][CH2:26][CH3:27])[CH3:24]. (7) Given the reactants [F:1][C:2]1[CH:3]=[N:4][CH:5]=[C:6]([CH:11]=1)[C:7](Cl)=[N:8][OH:9].[F:12][CH:13]([F:23])[O:14][C:15]1[CH:20]=[CH:19][CH:18]=[C:17]([C:21]#[CH:22])[CH:16]=1.N, predict the reaction product. The product is: [F:12][CH:13]([F:23])[O:14][C:15]1[CH:16]=[C:17]([C:21]2[O:9][N:8]=[C:7]([C:6]3[CH:5]=[N:4][CH:3]=[C:2]([F:1])[CH:11]=3)[CH:22]=2)[CH:18]=[CH:19][CH:20]=1. (8) Given the reactants CN(C)S([N:6]1[CH:10]=[C:9]([C:11]2[CH:12]=[CH:13][C:14]([F:29])=[C:15]([C:17]3[CH:21]=[CH:20][N:19](C(OC(C)(C)C)=O)[CH:18]=3)[CH:16]=2)[C:8]([C:30]2[CH:35]=[CH:34][CH:33]=[C:32]([CH3:36])[N:31]=2)=[N:7]1)(=O)=O.C[O-].[Na+], predict the reaction product. The product is: [F:29][C:14]1[CH:13]=[CH:12][C:11]([C:9]2[C:8]([C:30]3[CH:35]=[CH:34][CH:33]=[C:32]([CH3:36])[N:31]=3)=[N:7][NH:6][CH:10]=2)=[CH:16][C:15]=1[C:17]1[CH:21]=[CH:20][NH:19][CH:18]=1. (9) Given the reactants [Cl:1][C:2]1[CH:7]=[C:6]([C:8]([F:11])([F:10])[F:9])[CH:5]=[CH:4][C:3]=1[N:12]=[C:13]=[O:14].[NH2:15][C:16]1[CH:21]=[CH:20][C:19]([C:22]2[O:26][C:25]([C:27]([NH:29][CH:30]([CH:35]([CH3:37])[CH3:36])[C:31]([O:33][CH3:34])=[O:32])=[O:28])=[N:24][CH:23]=2)=[CH:18][CH:17]=1, predict the reaction product. The product is: [Cl:1][C:2]1[CH:7]=[C:6]([C:8]([F:11])([F:10])[F:9])[CH:5]=[CH:4][C:3]=1[NH:12][C:13](=[O:14])[NH:15][C:16]1[CH:21]=[CH:20][C:19]([C:22]2[O:26][C:25]([C:27]([NH:29][C@@H:30]([CH:35]([CH3:37])[CH3:36])[C:31]([O:33][CH3:34])=[O:32])=[O:28])=[N:24][CH:23]=2)=[CH:18][CH:17]=1. (10) Given the reactants Br[C:2]1[CH:9]=[CH:8][C:5]([C:6]#[N:7])=[C:4]([Cl:10])[CH:3]=1.[F:11][C:12]1[CH:17]=[C:16]([F:18])[CH:15]=[CH:14][C:13]=1B(O)O.[O-]P([O-])([O-])=O.[K+].[K+].[K+].O, predict the reaction product. The product is: [Cl:10][C:4]1[CH:3]=[C:2]([C:15]2[CH:14]=[CH:13][C:12]([F:11])=[CH:17][C:16]=2[F:18])[CH:9]=[CH:8][C:5]=1[C:6]#[N:7].